This data is from Catalyst prediction with 721,799 reactions and 888 catalyst types from USPTO. The task is: Predict which catalyst facilitates the given reaction. (1) Reactant: [F:1][C:2]([F:22])([F:21])[C:3]([N:5]1[CH2:12][CH2:11][C@:10]2([CH3:15])[C@H:13]([CH3:14])[C@H:6]1[CH2:7][C:8]1[CH:19]=[CH:18][C:17]([OH:20])=[CH:16][C:9]=12)=[O:4].[Br-:23].[Br-].[Br-].[NH+]1C=CC=CC=1.[NH+]1C=CC=CC=1.[NH+]1C=CC=CC=1.O. Product: [Br:23][C:18]1[C:17]([OH:20])=[CH:16][C:9]2[C@@:10]3([CH3:15])[C@H:13]([CH3:14])[C@H:6]([N:5]([C:3](=[O:4])[C:2]([F:1])([F:21])[F:22])[CH2:12][CH2:11]3)[CH2:7][C:8]=2[CH:19]=1. The catalyst class is: 15. (2) Reactant: C1(C)C=CC(S(Cl)(=O)=O)=CC=1.[C:12]1([C:18]2[CH:27]=[C:26]([C:28]([NH:30][C:31](=S)[NH:32][NH:33][C:34]([C:36]3[S:37][CH:38]=[CH:39][CH:40]=3)=[O:35])=[O:29])[C:25]3[C:20](=[CH:21][CH:22]=[C:23]([O:42][C:43]([F:46])([F:45])[F:44])[CH:24]=3)[N:19]=2)[CH:17]=[CH:16][CH:15]=[CH:14][CH:13]=1. Product: [C:12]1([C:18]2[CH:27]=[C:26]([C:28]([NH:30][C:31]3[O:35][C:34]([C:36]4[S:37][CH:38]=[CH:39][CH:40]=4)=[N:33][N:32]=3)=[O:29])[C:25]3[C:20](=[CH:21][CH:22]=[C:23]([O:42][C:43]([F:46])([F:45])[F:44])[CH:24]=3)[N:19]=2)[CH:13]=[CH:14][CH:15]=[CH:16][CH:17]=1. The catalyst class is: 17. (3) Reactant: [PH4+].C[Si]([N-][Si](C)(C)C)(C)C.[Li+].[CH:12]([C@H:14]1[N:19]([C:20]([O:22][C:23]([CH3:26])([CH3:25])[CH3:24])=[O:21])[CH2:18][C@@H:17]([CH2:27][CH2:28][C:29]2[CH:34]=[CH:33][CH:32]=[CH:31][C:30]=2[NH:35][C:36](=[O:56])[C@H:37]([CH:43]([C:50]2[CH:55]=[CH:54][CH:53]=[CH:52][CH:51]=2)C2C=CC=CC=2)[NH:38][C:39]([O:41][CH3:42])=[O:40])[O:16][CH2:15]1)=O. Product: [CH3:42][O:41][C:39]([NH:38][C@H:37]([C:36]([NH:35][C:30]1[CH:31]=[CH:32][CH:33]=[CH:34][C:29]=1[CH2:28][CH2:27][C@H:17]1[O:16][CH2:15][C@@H:14](/[CH:12]=[CH:27]\[CH2:28][C:29]2[CH:34]=[CH:33][CH:32]=[CH:31][CH:30]=2)[N:19]([C:20]([O:22][C:23]([CH3:26])([CH3:25])[CH3:24])=[O:21])[CH2:18]1)=[O:56])[CH:43]([C:53]1[CH:52]=[CH:51][CH:50]=[CH:55][CH:54]=1)[C:50]1[CH:51]=[CH:52][CH:53]=[CH:54][CH:55]=1)=[O:40]. The catalyst class is: 1. (4) Reactant: Cl.[Cl:2][C:3]1[CH:4]=[C:5]([CH:7]=[C:8]([F:10])[CH:9]=1)[NH2:6].Cl[C:12](Cl)(Cl)[CH:13]([OH:15])O.S([O-])([O-])(=O)=O.[Na+].[Na+].Cl.[NH2:26][OH:27]. Product: [Cl:2][C:3]1[CH:4]=[C:5]([NH:6][C:13](=[O:15])[CH:12]=[N:26][OH:27])[CH:7]=[C:8]([F:10])[CH:9]=1. The catalyst class is: 6. (5) Reactant: [F:1][C:2]([F:41])([F:40])[C:3]1[CH:4]=[C:5]([CH:33]=[C:34]([C:36]([F:39])([F:38])[F:37])[CH:35]=1)[C:6]([N:8]1[CH2:13][CH2:12][CH:11]([N:14]2[CH2:19][CH2:18][N:17]([C:20](=[O:25])[C:21](F)(F)F)[CH2:16][CH2:15]2)[CH:10]([C:26]2[CH:31]=[CH:30][C:29]([CH3:32])=[CH:28][CH:27]=2)[CH2:9]1)=[O:7].[CH:42]1(C(Cl)=O)C[CH2:43]1. Product: [F:39][C:36]([F:37])([F:38])[C:34]1[CH:33]=[C:5]([C:6]([N:8]2[CH2:13][CH2:12][CH:11]([N:14]3[CH2:19][CH2:18][N:17]([C:20]([CH:21]4[CH2:43][CH2:42]4)=[O:25])[CH2:16][CH2:15]3)[CH:10]([C:26]3[CH:27]=[CH:28][C:29]([CH3:32])=[CH:30][CH:31]=3)[CH2:9]2)=[O:7])[CH:4]=[C:3]([C:2]([F:1])([F:40])[F:41])[CH:35]=1. The catalyst class is: 22. (6) Reactant: [F:1][C:2]1([F:29])[CH2:4][CH:3]1[CH2:5][N:6]1[C:14]2[C:9](=[N:10][C:11]([C:15]3[CH:16]=[C:17]([CH:22]=[CH:23][C:24]=3[CH3:25])[C:18](OC)=[O:19])=[CH:12][CH:13]=2)[N:8]([CH3:26])[S:7]1(=[O:28])=[O:27].CC(C[AlH]CC(C)C)C. Product: [F:29][C:2]1([F:1])[CH2:4][CH:3]1[CH2:5][N:6]1[C:14]2[C:9](=[N:10][C:11]([C:15]3[CH:16]=[C:17]([CH2:18][OH:19])[CH:22]=[CH:23][C:24]=3[CH3:25])=[CH:12][CH:13]=2)[N:8]([CH3:26])[S:7]1(=[O:27])=[O:28]. The catalyst class is: 1.